Dataset: Forward reaction prediction with 1.9M reactions from USPTO patents (1976-2016). Task: Predict the product of the given reaction. (1) Given the reactants [Cl:1][C:2]1[CH:3]=[C:4]([CH3:26])[C:5]([CH2:8][N:9]([CH2:16][C:17]2[C:22]([CH:23]([CH3:25])[CH3:24])=[CH:21][CH:20]=[CH:19][N:18]=2)[CH:10]2[CH2:15][CH2:14][NH:13][CH2:12][CH2:11]2)=[N:6][CH:7]=1.[O:27]([C:34]([NH:36][OH:37])=O)C1C=CC=CC=1, predict the reaction product. The product is: [OH:37][NH:36][C:34]([N:13]1[CH2:12][CH2:11][CH:10]([N:9]([CH2:8][C:5]2[C:4]([CH3:26])=[CH:3][C:2]([Cl:1])=[CH:7][N:6]=2)[CH2:16][C:17]2[C:22]([CH:23]([CH3:24])[CH3:25])=[CH:21][CH:20]=[CH:19][N:18]=2)[CH2:15][CH2:14]1)=[O:27]. (2) The product is: [NH2:1][C@H:2]([CH2:22][C:23]1[CH:28]=[C:27]([F:29])[C:26]([F:30])=[CH:25][C:24]=1[F:31])[CH2:3][C:4]([N:6]1[CH2:11][CH2:10][N:9]2[C:12]([C:18]([F:21])([F:19])[F:20])=[N:13][C:14]([C:15]([O-:17])=[O:16])=[C:8]2[CH2:7]1)=[O:5].[Na+:33]. Given the reactants [NH2:1][C@H:2]([CH2:22][C:23]1[CH:28]=[C:27]([F:29])[C:26]([F:30])=[CH:25][C:24]=1[F:31])[CH2:3][C:4]([N:6]1[CH2:11][CH2:10][N:9]2[C:12]([C:18]([F:21])([F:20])[F:19])=[N:13][C:14]([C:15]([OH:17])=[O:16])=[C:8]2[CH2:7]1)=[O:5].[OH-].[Na+:33], predict the reaction product. (3) Given the reactants [Br:1][C:2]1[CH:23]=[CH:22][C:5]2[C:6]([CH:9]([C:15]3[CH:20]=[CH:19][C:18]([Cl:21])=[CH:17][CH:16]=3)[CH2:10][NH:11]CC=C)=[N:7][S:8][C:4]=2[CH:3]=1.CN1C(=O)CC(=O)N(C)C1=O.[CH3:47][C:46]([O:45][C:43](O[C:43]([O:45][C:46]([CH3:49])([CH3:48])[CH3:47])=[O:44])=[O:44])([CH3:49])[CH3:48].CCN(CC)CC, predict the reaction product. The product is: [Br:1][C:2]1[CH:23]=[CH:22][C:5]2[C:6]([CH:9]([C:15]3[CH:20]=[CH:19][C:18]([Cl:21])=[CH:17][CH:16]=3)[CH2:10][NH:11][C:43](=[O:44])[O:45][C:46]([CH3:47])([CH3:48])[CH3:49])=[N:7][S:8][C:4]=2[CH:3]=1. (4) Given the reactants [H-].[Na+].[CH3:3][C:4]([OH:8])([C:6]#[CH:7])[CH3:5].[CH3:9][O:10][C:11](=[O:15])[CH:12](Br)[CH3:13], predict the reaction product. The product is: [CH3:9][O:10][C:11](=[O:15])[CH:12]([O:8][C:4]([CH3:5])([CH3:3])[C:6]#[CH:7])[CH3:13].